This data is from Forward reaction prediction with 1.9M reactions from USPTO patents (1976-2016). The task is: Predict the product of the given reaction. (1) Given the reactants C(OC(=O)[N:7]([C:13]1[CH:18]=[C:17]([N:19]2[CH2:24][CH2:23][C:22]([F:26])([F:25])[CH2:21][CH2:20]2)[CH:16]=[C:15]([CH2:27][S:28][C:29]2[N:33]=[C:32]([CH3:34])[NH:31][N:30]=2)[N:14]=1)[CH2:8][C:9]([F:12])([F:11])[F:10])(C)(C)C.C(=O)([O-])[O-].[K+].[K+].O(CF)S([C:46](F)(F)[F:47])(=O)=O.[Cl-].[NH4+], predict the reaction product. The product is: [F:25][C:22]1([F:26])[CH2:21][CH2:20][N:19]([C:17]2[CH:16]=[C:15]([CH2:27][S:28][C:29]3[N:33]=[C:32]([CH3:34])[N:31]([CH2:46][F:47])[N:30]=3)[N:14]=[C:13]([NH:7][CH2:8][C:9]([F:11])([F:10])[F:12])[CH:18]=2)[CH2:24][CH2:23]1. (2) Given the reactants [Br:1][C:2]1[C:7]([CH3:8])=[CH:6][C:5]([OH:9])=[CH:4][C:3]=1[CH3:10].[H-].[Na+].Br[CH2:14][C:15]#[C:16][CH2:17][CH3:18].Cl, predict the reaction product. The product is: [Br:1][C:2]1[C:7]([CH3:8])=[CH:6][C:5]([O:9][CH2:14][C:15]#[C:16][CH2:17][CH3:18])=[CH:4][C:3]=1[CH3:10].